Dataset: Forward reaction prediction with 1.9M reactions from USPTO patents (1976-2016). Task: Predict the product of the given reaction. (1) The product is: [CH3:1][O:2][C:3]1[N:8]=[C:7]([C:9]2[S:13][C:12]([CH2:14][OH:15])=[CH:11][CH:10]=2)[CH:6]=[C:5]([NH:16][CH2:17][CH2:18][C:19]2[CH:20]=[CH:21][C:22]([O:25][CH3:26])=[CH:23][CH:24]=2)[N:4]=1. Given the reactants [CH3:1][O:2][C:3]1[N:8]=[C:7]([C:9]2[S:13][C:12]([CH:14]=[O:15])=[CH:11][CH:10]=2)[CH:6]=[C:5]([NH:16][CH2:17][CH2:18][C:19]2[CH:24]=[CH:23][C:22]([O:25][CH3:26])=[CH:21][CH:20]=2)[N:4]=1.[BH4-].[Na+].CCOC(C)=O.C1CCCCC1, predict the reaction product. (2) Given the reactants [Cl:1][C:2]1[CH:3]=[CH:4][C:5]2[N:11]3[C:12]([C:15]([F:18])([F:17])[F:16])=[N:13][N:14]=[C:10]3[C@@H:9]([CH2:19][C:20]([N:22]3[CH2:27][CH2:26][CH:25]([CH2:28][CH2:29][C:30]([O:32]CC)=[O:31])[CH2:24][CH2:23]3)=[O:21])[S:8][C@H:7]([C:35]3[CH:40]=[CH:39][CH:38]=[C:37]([O:41][CH3:42])[C:36]=3[O:43][CH3:44])[C:6]=2[CH:45]=1.Cl.C(OCC)(=O)C, predict the reaction product. The product is: [Cl:1][C:2]1[CH:3]=[CH:4][C:5]2[N:11]3[C:12]([C:15]([F:17])([F:16])[F:18])=[N:13][N:14]=[C:10]3[C@@H:9]([CH2:19][C:20]([N:22]3[CH2:23][CH2:24][CH:25]([CH2:28][CH2:29][C:30]([OH:32])=[O:31])[CH2:26][CH2:27]3)=[O:21])[S:8][C@H:7]([C:35]3[CH:40]=[CH:39][CH:38]=[C:37]([O:41][CH3:42])[C:36]=3[O:43][CH3:44])[C:6]=2[CH:45]=1. (3) Given the reactants CO[C:3]([C:5]1([CH2:8][S:9][C:10]2[CH:15]=[CH:14][CH:13]=[C:12]([CH:16]([C:25]3[S:26][C:27]4[CH:33]=[CH:32][CH:31]=[CH:30][C:28]=4[N:29]=3)[O:17][CH:18]3[CH2:23][CH2:22][N:21]([CH3:24])[CH2:20][CH2:19]3)[CH:11]=2)[CH2:7][CH2:6]1)=O.[Li].[C:35](OCC)(=[O:37])C.C(=O)([O-])[O-].[Na+].[Na+], predict the reaction product. The product is: [S:26]1[C:27]2[CH:33]=[CH:32][CH:31]=[CH:30][C:28]=2[N:29]=[C:25]1[CH:16]([O:17][CH:18]1[CH2:19][CH2:20][N:21]([CH3:24])[CH2:22][CH2:23]1)[C:12]1[CH:11]=[C:10]([S:9][CH2:8][C:5]2([CH2:3][CH2:35][OH:37])[CH2:6][CH2:7]2)[CH:15]=[CH:14][CH:13]=1. (4) Given the reactants [CH3:1][O:2][C:3]1[C:8](CC2SC(N)=NC=2)=[CH:7][CH:6]=[CH:5][N:4]=1.ClC(CC1C=[N:23]C=CC=1)C=O.NC(N)=S, predict the reaction product. The product is: [CH3:1][O:2][C:3]1[C:8]([NH2:23])=[CH:7][CH:6]=[CH:5][N:4]=1. (5) Given the reactants [C:1]([C:3]1[CH:8]=[CH:7][CH:6]=[CH:5][C:4]=1[C:9]1([C:12]([NH2:14])=[O:13])[CH2:11][CH2:10]1)#[CH:2].[Cl:15][C:16]1[N:21]=[C:20](Cl)[C:19]([CH3:23])=[CH:18][N:17]=1, predict the reaction product. The product is: [Cl:15][C:16]1[N:21]=[C:20]([C:2]#[C:1][C:3]2[CH:8]=[CH:7][CH:6]=[CH:5][C:4]=2[C:9]2([C:12]([NH2:14])=[O:13])[CH2:11][CH2:10]2)[C:19]([CH3:23])=[CH:18][N:17]=1. (6) The product is: [C:12]([C:14]1([CH2:27][CH2:28][O:29][Si:30]([C:33]([CH3:36])([CH3:35])[CH3:34])([CH3:32])[CH3:31])[CH2:19][CH2:18][N:17]([C:20]([O:22][C:23]([CH3:25])([CH3:26])[CH3:24])=[O:21])[CH2:16][CH2:15]1)(=[O:11])[CH3:13]. Given the reactants C(Cl)(=O)C(Cl)=O.CS(C)=O.[OH:11][CH:12]([C:14]1([CH2:27][CH2:28][O:29][Si:30]([C:33]([CH3:36])([CH3:35])[CH3:34])([CH3:32])[CH3:31])[CH2:19][CH2:18][N:17]([C:20]([O:22][C:23]([CH3:26])([CH3:25])[CH3:24])=[O:21])[CH2:16][CH2:15]1)[CH3:13].C(N(CC)CC)C, predict the reaction product. (7) Given the reactants [CH3:1][C:2]1([CH3:20])[C:10]2[C:5](=[CH:6][CH:7]=[C:8](OS(C(F)(F)F)(=O)=O)[CH:9]=2)[C:4](=[O:19])[CH2:3]1.[Cl:21][C:22]1[CH:23]=[C:24](B(O)O)[CH:25]=[CH:26][C:27]=1[F:28], predict the reaction product. The product is: [Cl:21][C:22]1[CH:23]=[C:24]([C:8]2[CH:9]=[C:10]3[C:5](=[CH:6][CH:7]=2)[C:4](=[O:19])[CH2:3][C:2]3([CH3:1])[CH3:20])[CH:25]=[CH:26][C:27]=1[F:28]. (8) The product is: [CH3:27][O:26][C:5]1[CH:6]=[CH:7][C:8]([CH2:10][N:11]2[CH2:16][CH2:15][CH:14]([C:17]3[C:25]4[C:20](=[CH:21][CH:22]=[CH:23][CH:24]=4)[N:19]([CH2:31][C:32]4[CH:33]=[N:34][CH:35]=[CH:36][CH:37]=4)[CH:18]=3)[CH2:13][CH2:12]2)=[CH:9][C:4]=1[C:3]([OH:2])=[O:28]. Given the reactants C[O:2][C:3](=[O:28])[C:4]1[CH:9]=[C:8]([CH2:10][N:11]2[CH2:16][CH2:15][CH:14]([C:17]3[C:25]4[C:20](=[CH:21][CH:22]=[CH:23][CH:24]=4)[NH:19][CH:18]=3)[CH2:13][CH2:12]2)[CH:7]=[CH:6][C:5]=1[O:26][CH3:27].Cl.Cl[CH2:31][C:32]1[CH:33]=[N:34][CH:35]=[CH:36][CH:37]=1, predict the reaction product.